From a dataset of Catalyst prediction with 721,799 reactions and 888 catalyst types from USPTO. Predict which catalyst facilitates the given reaction. (1) The catalyst class is: 2. Reactant: [CH2:1]([C@H:8]1[CH2:13][N:12]([CH2:14][C:15]2[CH:20]=[CH:19][CH:18]=[CH:17][CH:16]=2)[C@H:11]([CH3:21])[CH2:10][N:9]1[C:22](OC)=[O:23])[C:2]1[CH:7]=[CH:6][CH:5]=[CH:4][CH:3]=1.P(Cl)(Cl)(Cl)=O.O=P12OP3(OP(OP(O3)(O1)=O)(=O)O2)=O.CCOC(C)=O. Product: [CH2:14]([N:12]1[C@@H:11]([CH3:21])[CH2:10][N:9]2[C:22](=[O:23])[C:3]3[CH:4]=[CH:5][CH:6]=[CH:7][C:2]=3[CH2:1][C@@H:8]2[CH2:13]1)[C:15]1[CH:16]=[CH:17][CH:18]=[CH:19][CH:20]=1. (2) Reactant: [N:1]1([CH2:10][C:11]([OH:13])=O)[C:9]2[CH:8]=[CH:7][N:6]=[CH:5][C:4]=2[CH:3]=[CH:2]1.FC(F)(F)C(O)=O.[CH3:21][O:22][C:23](=[O:39])[C@@H:24]([NH:28][C:29]([O:31][CH2:32][C:33]1[CH:38]=[CH:37][CH:36]=[CH:35][CH:34]=1)=[O:30])[CH2:25][CH2:26][NH2:27].CN1CCOCC1.O.ON1C2C=CC=CC=2N=N1. Product: [CH3:21][O:22][C:23](=[O:39])[C@@H:24]([NH:28][C:29]([O:31][CH2:32][C:33]1[CH:34]=[CH:35][CH:36]=[CH:37][CH:38]=1)=[O:30])[CH2:25][CH2:26][NH:27][C:11](=[O:13])[CH2:10][N:1]1[C:9]2[CH:8]=[CH:7][N:6]=[CH:5][C:4]=2[CH:3]=[CH:2]1. The catalyst class is: 3. (3) Reactant: [Br:1][C:2]1[C:3](=O)[O:4][CH:5]([CH:9](O)[C:10]2[C:19]3[C:14](=[CH:15][CH:16]=[CH:17][CH:18]=3)[CH:13]=[CH:12][CH:11]=2)[C:6]=1[O:7][CH3:8].C(N(CC)CC)C.CS(Cl)(=O)=O. Product: [Br:1][C:2]1[CH2:3][O:4]/[C:5](=[CH:9]\[C:10]2[C:19]3[C:14](=[CH:15][CH:16]=[CH:17][CH:18]=3)[CH:13]=[CH:12][CH:11]=2)/[C:6]=1[O:7][CH3:8]. The catalyst class is: 781.